From a dataset of Reaction yield outcomes from USPTO patents with 853,638 reactions. Predict the reaction yield, written as a fraction of the theoretical maximum amount of product (1.0 means a 100% yield; for example, 0.34 means a 34% yield). (1) The reactants are [O:1]=[C:2]1[C:10]2([C:22]3[C:13](=[CH:14][C:15]4[O:20][CH2:19][CH2:18][O:17][C:16]=4[CH:21]=3)[O:12][CH2:11]2)[C:9]2[C:4](=[CH:5][CH:6]=[CH:7][CH:8]=2)[N:3]1[CH2:23][C:24]1[C:29]([C:30]([O:32]CC)=[O:31])=[CH:28][CH:27]=[CH:26][N:25]=1.[OH-].[Li+].O1CCCC1.O. The catalyst is CO. The product is [O:1]=[C:2]1[C:10]2([C:22]3[C:13](=[CH:14][C:15]4[O:20][CH2:19][CH2:18][O:17][C:16]=4[CH:21]=3)[O:12][CH2:11]2)[C:9]2[C:4](=[CH:5][CH:6]=[CH:7][CH:8]=2)[N:3]1[CH2:23][C:24]1[C:29]([C:30]([OH:32])=[O:31])=[CH:28][CH:27]=[CH:26][N:25]=1. The yield is 0.910. (2) The reactants are [CH3:1][C:2]1[CH2:18][N:5]2[CH:6]=[CH:7][C:8]3[C:9]([CH:10]=[C:11]([C:13]([O:15]CC)=[O:14])[N:12]=3)=[C:4]2[N:3]=1.[OH-].[K+].Cl. The catalyst is C1COCC1.C(O)C. The product is [CH3:1][C:2]1[CH2:18][N:5]2[CH:6]=[CH:7][C:8]3[C:9]([CH:10]=[C:11]([C:13]([OH:15])=[O:14])[N:12]=3)=[C:4]2[N:3]=1. The yield is 0.990.